From a dataset of Forward reaction prediction with 1.9M reactions from USPTO patents (1976-2016). Predict the product of the given reaction. Given the reactants [Cl:1][C:2]1[N:7]=[C:6]([CH3:8])[N:5]=[C:4]([NH2:9])[CH:3]=1.[O:10](C(OC(C)(C)C)=O)[C:11]([O:13][C:14]([CH3:17])([CH3:16])[CH3:15])=O, predict the reaction product. The product is: [Cl:1][C:2]1[N:7]=[C:6]([CH3:8])[N:5]=[C:4]([NH:9][C:11](=[O:10])[O:13][C:14]([CH3:17])([CH3:16])[CH3:15])[CH:3]=1.